Dataset: NCI-60 drug combinations with 297,098 pairs across 59 cell lines. Task: Regression. Given two drug SMILES strings and cell line genomic features, predict the synergy score measuring deviation from expected non-interaction effect. (1) Drug 1: C1=NC2=C(N1)C(=S)N=C(N2)N. Drug 2: CCC1(CC2CC(C3=C(CCN(C2)C1)C4=CC=CC=C4N3)(C5=C(C=C6C(=C5)C78CCN9C7C(C=CC9)(C(C(C8N6C)(C(=O)OC)O)OC(=O)C)CC)OC)C(=O)OC)O.OS(=O)(=O)O. Cell line: HCT116. Synergy scores: CSS=56.9, Synergy_ZIP=-1.22, Synergy_Bliss=-2.54, Synergy_Loewe=1.11, Synergy_HSA=1.92. (2) Drug 1: CNC(=O)C1=CC=CC=C1SC2=CC3=C(C=C2)C(=NN3)C=CC4=CC=CC=N4. Drug 2: CC12CCC3C(C1CCC2=O)CC(=C)C4=CC(=O)C=CC34C. Cell line: PC-3. Synergy scores: CSS=13.7, Synergy_ZIP=5.71, Synergy_Bliss=1.58, Synergy_Loewe=-2.02, Synergy_HSA=-0.266. (3) Drug 1: CC1=C(C(CCC1)(C)C)C=CC(=CC=CC(=CC(=O)O)C)C. Drug 2: CNC(=O)C1=NC=CC(=C1)OC2=CC=C(C=C2)NC(=O)NC3=CC(=C(C=C3)Cl)C(F)(F)F. Cell line: SK-MEL-2. Synergy scores: CSS=17.1, Synergy_ZIP=7.29, Synergy_Bliss=8.37, Synergy_Loewe=2.95, Synergy_HSA=5.87. (4) Drug 1: CC1=C(C=C(C=C1)NC2=NC=CC(=N2)N(C)C3=CC4=NN(C(=C4C=C3)C)C)S(=O)(=O)N.Cl. Drug 2: CN(C(=O)NC(C=O)C(C(C(CO)O)O)O)N=O. Cell line: SK-MEL-5. Synergy scores: CSS=-0.578, Synergy_ZIP=-2.26, Synergy_Bliss=-7.47, Synergy_Loewe=-10.0, Synergy_HSA=-9.61. (5) Drug 1: CC1=C2C(C(=O)C3(C(CC4C(C3C(C(C2(C)C)(CC1OC(=O)C(C(C5=CC=CC=C5)NC(=O)OC(C)(C)C)O)O)OC(=O)C6=CC=CC=C6)(CO4)OC(=O)C)OC)C)OC. Drug 2: CC1CCCC2(C(O2)CC(NC(=O)CC(C(C(=O)C(C1O)C)(C)C)O)C(=CC3=CSC(=N3)C)C)C. Cell line: OVCAR-8. Synergy scores: CSS=53.3, Synergy_ZIP=4.16, Synergy_Bliss=-2.00, Synergy_Loewe=-11.2, Synergy_HSA=-2.21.